This data is from Reaction yield outcomes from USPTO patents with 853,638 reactions. The task is: Predict the reaction yield, written as a fraction of the theoretical maximum amount of product (1.0 means a 100% yield; for example, 0.34 means a 34% yield). (1) The reactants are [N:1]1[C:10]2[C:5](=[CH:6][CH:7]=[CH:8][C:9]=2[C:11]([OH:13])=O)[CH:4]=[CH:3][CH:2]=1.C1(N=C=N)CCCCC1.O.ON1C2C=CC=CC=2N=N1.[N:34]1([CH2:40][CH2:41][CH2:42][O:43][C:44]2[CH:49]=[CH:48][C:47]([N:50]3[CH2:55][CH2:54][NH:53][CH2:52][CH2:51]3)=[CH:46][CH:45]=2)[CH2:39][CH2:38][CH2:37][CH2:36][CH2:35]1. The catalyst is ClCCl. The product is [N:34]1([CH2:40][CH2:41][CH2:42][O:43][C:44]2[CH:49]=[CH:48][C:47]([N:50]3[CH2:51][CH2:52][N:53]([C:11]([C:9]4[CH:8]=[CH:7][CH:6]=[C:5]5[C:10]=4[N:1]=[CH:2][CH:3]=[CH:4]5)=[O:13])[CH2:54][CH2:55]3)=[CH:46][CH:45]=2)[CH2:39][CH2:38][CH2:37][CH2:36][CH2:35]1. The yield is 0.410. (2) The reactants are [F:1][C:2]1[CH:3]=[C:4]2[C:8](=[CH:9][CH:10]=1)[NH:7][C:6]([C:11]1[O:15][CH:14]=[N:13][CH:12]=1)=[CH:5]2.[C:16]([O:20][C:21](O[C:21]([O:20][C:16]([CH3:19])([CH3:18])[CH3:17])=[O:22])=[O:22])([CH3:19])([CH3:18])[CH3:17].C(N(CC)CC)C. The catalyst is C(Cl)Cl.CN(C)C1C=CN=CC=1.CCCCCC. The product is [F:1][C:2]1[CH:3]=[C:4]2[C:8](=[CH:9][CH:10]=1)[N:7]([C:21]([O:20][C:16]([CH3:19])([CH3:18])[CH3:17])=[O:22])[C:6]([C:11]1[O:15][CH:14]=[N:13][CH:12]=1)=[CH:5]2. The yield is 1.00.